Dataset: NCI-60 drug combinations with 297,098 pairs across 59 cell lines. Task: Regression. Given two drug SMILES strings and cell line genomic features, predict the synergy score measuring deviation from expected non-interaction effect. (1) Drug 1: C1CCC(CC1)NC(=O)N(CCCl)N=O. Drug 2: C1=NC2=C(N1)C(=S)N=C(N2)N. Cell line: SF-295. Synergy scores: CSS=35.7, Synergy_ZIP=-4.83, Synergy_Bliss=-5.07, Synergy_Loewe=-5.03, Synergy_HSA=-0.528. (2) Drug 1: C1CCC(CC1)NC(=O)N(CCCl)N=O. Drug 2: C1C(C(OC1N2C=NC(=NC2=O)N)CO)O. Cell line: NCI-H322M. Synergy scores: CSS=9.54, Synergy_ZIP=-3.98, Synergy_Bliss=-4.27, Synergy_Loewe=-6.80, Synergy_HSA=-3.05. (3) Cell line: MALME-3M. Drug 2: COC1=NC(=NC2=C1N=CN2C3C(C(C(O3)CO)O)O)N. Drug 1: CN1C2=C(C=C(C=C2)N(CCCl)CCCl)N=C1CCCC(=O)O.Cl. Synergy scores: CSS=7.43, Synergy_ZIP=1.42, Synergy_Bliss=0.582, Synergy_Loewe=7.05, Synergy_HSA=1.91. (4) Drug 1: CC1=C(C=C(C=C1)NC2=NC=CC(=N2)N(C)C3=CC4=NN(C(=C4C=C3)C)C)S(=O)(=O)N.Cl. Drug 2: C1=CC(=CC=C1CC(C(=O)O)N)N(CCCl)CCCl.Cl. Cell line: HOP-62. Synergy scores: CSS=27.0, Synergy_ZIP=2.89, Synergy_Bliss=10.6, Synergy_Loewe=2.55, Synergy_HSA=7.64. (5) Drug 1: CS(=O)(=O)OCCCCOS(=O)(=O)C. Drug 2: C1C(C(OC1N2C=NC3=C2NC=NCC3O)CO)O. Cell line: SNB-19. Synergy scores: CSS=-1.56, Synergy_ZIP=1.17, Synergy_Bliss=1.99, Synergy_Loewe=-4.70, Synergy_HSA=-4.32. (6) Drug 1: COC1=CC(=CC(=C1O)OC)C2C3C(COC3=O)C(C4=CC5=C(C=C24)OCO5)OC6C(C(C7C(O6)COC(O7)C8=CC=CS8)O)O. Drug 2: CC1=C(C(CCC1)(C)C)C=CC(=CC=CC(=CC(=O)O)C)C. Cell line: IGROV1. Synergy scores: CSS=39.5, Synergy_ZIP=1.23, Synergy_Bliss=4.27, Synergy_Loewe=-2.29, Synergy_HSA=7.26. (7) Drug 1: C1C(C(OC1N2C=NC3=C(N=C(N=C32)Cl)N)CO)O. Drug 2: C1CC(C1)(C(=O)O)C(=O)O.[NH2-].[NH2-].[Pt+2]. Cell line: EKVX. Synergy scores: CSS=-2.79, Synergy_ZIP=2.42, Synergy_Bliss=4.20, Synergy_Loewe=-2.66, Synergy_HSA=-2.74. (8) Drug 1: C1=C(C(=O)NC(=O)N1)F. Drug 2: CS(=O)(=O)CCNCC1=CC=C(O1)C2=CC3=C(C=C2)N=CN=C3NC4=CC(=C(C=C4)OCC5=CC(=CC=C5)F)Cl. Cell line: RXF 393. Synergy scores: CSS=30.3, Synergy_ZIP=-2.49, Synergy_Bliss=-1.36, Synergy_Loewe=-4.32, Synergy_HSA=-4.01. (9) Drug 1: C1CC2CC3=C(CC1C24CN(S(=O)(=O)N4)CC(F)(F)F)C=CC(=C3)C=CCN5CCC(CC5)C(F)(F)F. Drug 2: CCC1=C2N=C(C=C(N2N=C1)NCC3=C[N+](=CC=C3)[O-])N4CCCCC4CCO. Cell line: SK-OV-3. Synergy scores: CSS=19.8, Synergy_ZIP=5.82, Synergy_Bliss=9.80, Synergy_Loewe=-26.0, Synergy_HSA=5.95. (10) Drug 1: CC1=C(C=C(C=C1)NC(=O)C2=CC=C(C=C2)CN3CCN(CC3)C)NC4=NC=CC(=N4)C5=CN=CC=C5. Drug 2: C1CN(CCN1C(=O)CCBr)C(=O)CCBr. Cell line: MCF7. Synergy scores: CSS=12.2, Synergy_ZIP=-1.59, Synergy_Bliss=6.80, Synergy_Loewe=3.78, Synergy_HSA=6.37.